This data is from Forward reaction prediction with 1.9M reactions from USPTO patents (1976-2016). The task is: Predict the product of the given reaction. (1) Given the reactants [C:1]1([C:7]2[O:8][CH:9]=[C:10]([CH:12]=[O:13])[N:11]=2)[CH:6]=[CH:5][CH:4]=[CH:3][CH:2]=1.[OH-:14].[Na+], predict the reaction product. The product is: [O:8]=[CH:9][CH:10]([NH:11][C:7](=[O:14])[C:1]1[CH:6]=[CH:5][CH:4]=[CH:3][CH:2]=1)[CH:12]=[O:13]. (2) Given the reactants Cl[C:2]1[C:3]([Cl:22])=[CH:4][C:5]2[N:10]3[CH:11]=[N:12][N:13]=[C:9]3[C:8]([N:14]3[CH2:19][CH2:18][N:17]([CH3:20])[CH2:16][CH2:15]3)=[N:7][C:6]=2[N:21]=1.O.[CH3:24][N:25](C=O)C, predict the reaction product. The product is: [Cl:22][C:3]1[C:2]([C:24]#[N:25])=[N:21][C:6]2[N:7]=[C:8]([N:14]3[CH2:19][CH2:18][N:17]([CH3:20])[CH2:16][CH2:15]3)[C:9]3[N:10]([CH:11]=[N:12][N:13]=3)[C:5]=2[CH:4]=1. (3) Given the reactants C[Si](C)(C)CC[N:5]([C:9]1[CH:14]=[C:13]([O:15][C:16]2[CH:21]=[CH:20][C:19](NC(OCC3C=CC=CC=3)=O)=[C:18]([F:33])[CH:17]=2)[CH:12]=[CH:11][N:10]=1)C(=O)[O-].[S-:36][C:37]#[N:38].[K+].C(OCC)(=[O:42])C.[F-:46].C([N+:51]([CH2:60][CH2:61][CH2:62][CH3:63])(CCCC)CCCC)CCC.O1[CH2:68][CH2:67][CH2:66][CH2:65]1, predict the reaction product. The product is: [NH2:5][C:9]1[CH:14]=[C:13]([O:15][C:16]2[CH:21]=[CH:20][C:19]([NH:38][C:37]([NH:51][C:60](=[O:42])[CH2:61][C:62]3[CH:63]=[CH:68][C:67]([F:46])=[CH:66][CH:65]=3)=[S:36])=[C:18]([F:33])[CH:17]=2)[CH:12]=[CH:11][N:10]=1. (4) Given the reactants [CH2:1]([O:3][C:4]([C:6]1[NH:7][C:8]([CH:11]=[O:12])=[CH:9][CH:10]=1)=[O:5])[CH3:2].Br[CH2:14][CH2:15][CH2:16][O:17][CH3:18].C1COCC1.[H-].[Na+], predict the reaction product. The product is: [CH2:1]([O:3][C:4]([C:6]1[N:7]([CH2:14][CH2:15][CH2:16][O:17][CH3:18])[C:8]([CH:11]=[O:12])=[CH:9][CH:10]=1)=[O:5])[CH3:2]. (5) Given the reactants [Cl:1][C:2]1[C:3]([O:12][C:13]2[CH:18]=[C:17]([OH:19])[CH:16]=[CH:15][C:14]=2/[CH:20]=[CH:21]/[C:22]([O:24][CH2:25][CH3:26])=[O:23])=[N:4][CH:5]=[C:6]([C:8]([F:11])([F:10])[F:9])[CH:7]=1.[CH2:27]([O:29][CH2:30][CH:31](O)[CH2:32][O:33][CH2:34][CH3:35])[CH3:28].C(P(CCCC)CCCC)CCC.N(C(N1CCCCC1)=O)=NC(N1CCCCC1)=O, predict the reaction product. The product is: [Cl:1][C:2]1[C:3]([O:12][C:13]2[CH:18]=[C:17]([O:19][CH:31]([CH2:32][O:33][CH2:34][CH3:35])[CH2:30][O:29][CH2:27][CH3:28])[CH:16]=[CH:15][C:14]=2/[CH:20]=[CH:21]/[C:22]([O:24][CH2:25][CH3:26])=[O:23])=[N:4][CH:5]=[C:6]([C:8]([F:9])([F:11])[F:10])[CH:7]=1. (6) Given the reactants [F:1][C:2]([F:7])([F:6])[C:3]([OH:5])=[O:4].FC(F)(F)C(O)=O.[Cl:15][C:16]1[CH:17]=[N:18][C:19]2[NH:20][C:21]3[CH:22]=[CH:23][CH:24]=[C:25]([CH:46]=3)[CH2:26][CH2:27][C:28]3[CH:36]=[C:32]([NH:33][C:34]=1[N:35]=2)[CH:31]=[CH:30][C:29]=3[NH:37][C:38]([CH:40]1[CH2:45][CH2:44][NH:43][CH2:42][CH2:41]1)=[O:39].[N:47]([CH2:50][C:51]([O:53][CH2:54][CH3:55])=[O:52])=[C:48]=[O:49], predict the reaction product. The product is: [F:1][C:2]([F:7])([F:6])[C:3]([OH:5])=[O:4].[Cl:15][C:16]1[CH:17]=[N:18][C:19]2[NH:20][C:21]3[CH:22]=[CH:23][CH:24]=[C:25]([CH:46]=3)[CH2:26][CH2:27][C:28]3[CH:36]=[C:32]([NH:33][C:34]=1[N:35]=2)[CH:31]=[CH:30][C:29]=3[NH:37][C:38]([CH:40]1[CH2:45][CH2:44][N:43]([C:48]([NH:47][CH2:50][C:51]([O:53][CH2:54][CH3:55])=[O:52])=[O:49])[CH2:42][CH2:41]1)=[O:39]. (7) The product is: [Cl:1][C:2]1[CH:7]=[C:6]([B:23]([OH:26])[OH:24])[C:5]([O:9][CH3:10])=[CH:4][C:3]=1[C:11]1[CH:16]=[CH:15][CH:14]=[C:13]([F:17])[CH:12]=1. Given the reactants [Cl:1][C:2]1[CH:7]=[C:6](I)[C:5]([O:9][CH3:10])=[CH:4][C:3]=1[C:11]1[CH:16]=[CH:15][CH:14]=[C:13]([F:17])[CH:12]=1.[Li]CCCC.[B:23](OC)([O:26]C)[O:24]C, predict the reaction product. (8) Given the reactants [C:1]1([C:7]2[N:8]=[C:9]([NH2:12])[S:10][CH:11]=2)[CH:6]=[CH:5][CH:4]=[CH:3][CH:2]=1.[CH3:13][C:14]1[CH:22]=[CH:21][C:17]([C:18](Cl)=[O:19])=[CH:16][CH:15]=1, predict the reaction product. The product is: [CH3:13][C:14]1[CH:22]=[CH:21][C:17]([C:18]([NH:12][C:9]2[S:10][CH:11]=[C:7]([C:1]3[CH:2]=[CH:3][CH:4]=[CH:5][CH:6]=3)[N:8]=2)=[O:19])=[CH:16][CH:15]=1. (9) Given the reactants [CH3:1][C:2]([CH3:34])([CH3:33])[C:3]([C:5]1[C:13]2[C:8](=[N:9][CH:10]=[C:11]([N:14]3[C:23]4[C:18](=[CH:19][CH:20]=[CH:21][CH:22]=4)[CH2:17][CH2:16][C:15]3=[O:24])[N:12]=2)[N:7](COCC[Si](C)(C)C)[CH:6]=1)=[O:4].O.O.O.C([O-])(=O)C.[Na+].CO.[Cl:45][CH2:46][Cl:47], predict the reaction product. The product is: [NH4+:7].[OH-:4].[Cl:45][CH2:46][Cl:47].[CH3:1][C:2]([CH3:34])([CH3:33])[C:3]([C:5]1[C:13]2[C:8](=[N:9][CH:10]=[C:11]([N:14]3[C:23]4[C:18](=[CH:19][CH:20]=[CH:21][CH:22]=4)[CH2:17][CH2:16][C:15]3=[O:24])[N:12]=2)[NH:7][CH:6]=1)=[O:4].